This data is from Peptide-MHC class II binding affinity with 134,281 pairs from IEDB. The task is: Regression. Given a peptide amino acid sequence and an MHC pseudo amino acid sequence, predict their binding affinity value. This is MHC class II binding data. The peptide sequence is TVWEQILNTWLVKPG. The MHC is HLA-DQA10501-DQB10301 with pseudo-sequence HLA-DQA10501-DQB10301. The binding affinity (normalized) is 0.147.